This data is from Full USPTO retrosynthesis dataset with 1.9M reactions from patents (1976-2016). The task is: Predict the reactants needed to synthesize the given product. (1) The reactants are: [CH3:1][O:2][C:3]1[CH:4]=[C:5]([CH:8]=[CH:9][CH:10]=1)[CH:6]=[O:7].[CH3:11][CH:12]([CH3:19])[C:13](=O)[C:14](=[N:16][OH:17])[CH3:15].Cl.C(=O)([O-])O.[Na+]. Given the product [CH:12]([C:13]1[O:7][C:6]([C:5]2[CH:8]=[CH:9][CH:10]=[C:3]([O:2][CH3:1])[CH:4]=2)=[N+:16]([O-:17])[C:14]=1[CH3:15])([CH3:19])[CH3:11], predict the reactants needed to synthesize it. (2) Given the product [CH3:27][O:14][C:13]([C:6]1[O:7][C:8]([C:10]2[C:4]([C:5]=1[C:16]1[CH:17]=[CH:18][CH:19]=[CH:20][CH:21]=1)=[CH:3][C:2]([Cl:1])=[CH:12][CH:11]=2)=[O:9])=[O:15], predict the reactants needed to synthesize it. The reactants are: [Cl:1][C:2]1[CH:3]=[C:4]2[C:10](=[CH:11][CH:12]=1)[C:8](=[O:9])[O:7][C:6]([C:13]([OH:15])=[O:14])=[C:5]2[C:16]1[CH:21]=[CH:20][CH:19]=[CH:18][CH:17]=1.S(=O)(=O)(O)O.[CH3:27]O. (3) Given the product [CH2:12]([C:11]1[S:10][C:9]([C:14]([O:16][CH3:17])=[O:15])=[CH:8][C:7]=1[C:1]1[CH:6]=[CH:5][CH:4]=[CH:3][CH:2]=1)[CH3:13], predict the reactants needed to synthesize it. The reactants are: [C:1]1([C:7]2[CH:8]=[C:9]([C:14]([O:16][CH3:17])=[O:15])[S:10][C:11]=2[CH:12]=[CH2:13])[CH:6]=[CH:5][CH:4]=[CH:3][CH:2]=1. (4) The reactants are: [Cl:1][C:2]1[C:3]2[C:4](=[N:29][S:30][N:31]=2)[CH:5]=[C:6]2[C:11]=1[N:10]=[C:9]([C:12]1[N:13]([C:21]3[C:26]([Cl:27])=[CH:25][CH:24]=[CH:23][N:22]=3)[N:14]=[C:15]([C:17]([F:20])([F:19])[F:18])[CH:16]=1)[O:8][C:7]2=[O:28].[CH:32]1([CH2:35][NH2:36])[CH2:34][CH2:33]1. Given the product [CH:32]1([CH2:35][NH:36][C:7]([C:6]2[C:11]([NH:10][C:9]([C:12]3[N:13]([C:21]4[C:26]([Cl:27])=[CH:25][CH:24]=[CH:23][N:22]=4)[N:14]=[C:15]([C:17]([F:20])([F:19])[F:18])[CH:16]=3)=[O:8])=[C:2]([Cl:1])[C:3]3[C:4]([CH:5]=2)=[N:29][S:30][N:31]=3)=[O:28])[CH2:34][CH2:33]1, predict the reactants needed to synthesize it. (5) Given the product [C:16]([C:20]1[CH:25]=[CH:24][C:23]([C:11]2[CH:12]=[C:13]3[C:8](=[CH:9][CH:10]=2)[N:7]([C:43]2[CH:48]=[CH:47][C:46]([NH:49][CH:50]([CH3:52])[CH3:51])=[CH:45][CH:44]=2)[C:6]([C:4]([OH:3])=[O:5])=[C:14]3[C:36]2[CH:37]=[CH:38][C:33]([O:32][CH:29]([CH3:31])[CH3:30])=[CH:34][CH:35]=2)=[CH:22][CH:21]=1)([CH3:19])([CH3:18])[CH3:17], predict the reactants needed to synthesize it. The reactants are: C([O:3][C:4]([C:6]1[NH:7][C:8]2[C:13]([CH:14]=1)=[CH:12][C:11](Br)=[CH:10][CH:9]=2)=[O:5])C.[C:16]([C:20]1[CH:25]=[CH:24][C:23](B(O)O)=[CH:22][CH:21]=1)([CH3:19])([CH3:18])[CH3:17].[CH:29]([O:32][C:33]1[CH:38]=[CH:37][C:36](B(O)O)=[CH:35][CH:34]=1)([CH3:31])[CH3:30].Br[C:43]1[CH:48]=[CH:47][C:46]([NH:49][CH:50]([CH3:52])[CH3:51])=[CH:45][CH:44]=1. (6) The reactants are: Br[C:2]1[CH:3]=[N:4][C:5]2[N:6]([CH:8]=[C:9]([CH2:11][O:12][C:13]3[CH:18]=[CH:17][C:16]([F:19])=[CH:15][CH:14]=3)[N:10]=2)[CH:7]=1.[Cl:20][C:21]1[CH:26]=[CH:25][C:24](B(O)O)=[C:23]([O:30][CH3:31])[CH:22]=1. Given the product [Cl:20][C:21]1[CH:26]=[CH:25][C:24]([C:2]2[CH:3]=[N:4][C:5]3[N:6]([CH:8]=[C:9]([CH2:11][O:12][C:13]4[CH:18]=[CH:17][C:16]([F:19])=[CH:15][CH:14]=4)[N:10]=3)[CH:7]=2)=[C:23]([O:30][CH3:31])[CH:22]=1, predict the reactants needed to synthesize it. (7) Given the product [Br:1][C:2]1[CH:11]=[C:10]2[C:5]([CH:6]=[CH:7][C:8](=[O:12])[N:9]2[CH2:16][CH:17]2[O:21][CH2:20][CH2:19][O:18]2)=[N:4][CH:3]=1, predict the reactants needed to synthesize it. The reactants are: [Br:1][C:2]1[CH:11]=[C:10]2[C:5]([CH:6]=[CH:7][C:8](=[O:12])[NH:9]2)=[N:4][CH:3]=1.[H-].[Na+].Br[CH2:16][CH:17]1[O:21][CH2:20][CH2:19][O:18]1.Cl. (8) Given the product [CH3:18][N:4]([C:5]1[CH:14]=[CH:13][C:12]2[C:11](=[O:15])[CH2:10][CH2:9][CH2:8][C:7]=2[CH:6]=1)[C:1](=[O:3])[CH3:2], predict the reactants needed to synthesize it. The reactants are: [C:1]([NH:4][C:5]1[CH:6]=[C:7]2[C:12](=[CH:13][CH:14]=1)[C:11](=[O:15])[CH2:10][CH2:9][CH2:8]2)(=[O:3])[CH3:2].[H-].[Na+].[CH3:18]I.